Dataset: Catalyst prediction with 721,799 reactions and 888 catalyst types from USPTO. Task: Predict which catalyst facilitates the given reaction. (1) Reactant: [C:1]([Si:5]([CH3:26])([CH3:25])[O:6][CH2:7][CH2:8][N:9]1[CH2:14][CH2:13][N:12]([CH2:15][C:16]2[CH:21]=[CH:20][C:19]([N+:22]([O-])=O)=[CH:18][CH:17]=2)[CH2:11][CH2:10]1)([CH3:4])([CH3:3])[CH3:2].O.[NH4+].[Cl-]. Product: [C:1]([Si:5]([CH3:26])([CH3:25])[O:6][CH2:7][CH2:8][N:9]1[CH2:10][CH2:11][N:12]([CH2:15][C:16]2[CH:17]=[CH:18][C:19]([NH2:22])=[CH:20][CH:21]=2)[CH2:13][CH2:14]1)([CH3:4])([CH3:3])[CH3:2]. The catalyst class is: 284. (2) Reactant: [CH:1]1([NH:5][CH:6]([CH3:46])[CH2:7][CH2:8][N:9]([C@@H:24]([C:26]2[N:27]([C:37]3[CH:42]=[CH:41][C:40]([O:43][CH2:44][CH3:45])=[CH:39][CH:38]=3)[C:28](=[O:36])[C:29]3[CH:35]=[CH:34][CH:33]=[N:32][C:30]=3[N:31]=2)[CH3:25])[C:10](=[O:23])[CH2:11][C:12]2[CH:17]=[CH:16][C:15]([F:18])=[C:14]([C:19]([F:22])([F:21])[F:20])[CH:13]=2)[CH2:4][CH2:3][CH2:2]1.C=O.[C:49](O[BH-](OC(=O)C)OC(=O)C)(=O)C.[Na+]. Product: [CH:1]1([N:5]([CH3:49])[CH:6]([CH3:46])[CH2:7][CH2:8][N:9]([C@@H:24]([C:26]2[N:27]([C:37]3[CH:38]=[CH:39][C:40]([O:43][CH2:44][CH3:45])=[CH:41][CH:42]=3)[C:28](=[O:36])[C:29]3[CH:35]=[CH:34][CH:33]=[N:32][C:30]=3[N:31]=2)[CH3:25])[C:10](=[O:23])[CH2:11][C:12]2[CH:17]=[CH:16][C:15]([F:18])=[C:14]([C:19]([F:21])([F:20])[F:22])[CH:13]=2)[CH2:2][CH2:3][CH2:4]1. The catalyst class is: 576. (3) Reactant: CN1CCOCC1.[CH3:8][C:9]([CH3:18])([CH2:16][CH3:17])[CH2:10][C:11]1[N:12]=[CH:13][NH:14][CH:15]=1.[CH3:19][N:20]([CH3:25])[S:21](Cl)(=[O:23])=[O:22]. Product: [CH3:8][C:9]([CH3:18])([CH2:16][CH3:17])[CH2:10][C:11]1[N:12]=[CH:13][N:14]([S:21]([N:20]([CH3:25])[CH3:19])(=[O:23])=[O:22])[CH:15]=1. The catalyst class is: 216. (4) Reactant: [NH2:1][C:2]1[CH:10]=[CH:9][CH:8]=[C:7]([F:11])[C:3]=1[C:4](O)=O.C(O)(=O)[C:13]1[C:14](=[CH:16]C=CC=1)[NH2:15].[CH:22]([CH:25]1[CH2:30][C:29](=O)[CH2:28][C:27](=[O:32])[CH2:26]1)([CH3:24])[CH3:23].CC1(C)CC(=O)CC(=O)C1. Product: [F:11][C:7]1[C:3]2[C:4]3[C:28]4[C:27](=[O:32])[CH2:26][CH:25]([CH:22]([CH3:23])[CH3:24])[CH2:30][C:29]=4[N:15]=[C:14]([CH3:16])[C:13]=3[NH:1][C:2]=2[CH:10]=[CH:9][CH:8]=1. The catalyst class is: 11. (5) Reactant: [NH2:1][C:2]1[CH:7]=[C:6]([C:8]([F:11])([F:10])[F:9])[CH:5]=[CH:4][C:3]=1[OH:12].[Br:13][C:14]1[CH:19]=[CH:18][C:17]([N:20]=[C:21]=S)=[CH:16][CH:15]=1. Product: [Br:13][C:14]1[CH:19]=[CH:18][C:17]([NH:20][C:21]2[O:12][C:3]3[CH:4]=[CH:5][C:6]([C:8]([F:9])([F:10])[F:11])=[CH:7][C:2]=3[N:1]=2)=[CH:16][CH:15]=1. The catalyst class is: 8. (6) Reactant: [CH3:1][CH:2]1[CH2:7][CH2:6][N:5]([C:8]2[CH:13]=[CH:12][C:11]([NH:14][C:15]3[N:16]=[CH:17][C:18]4[NH:23][C:22](=[O:24])[CH2:21][S:20][C:19]=4[N:25]=3)=[CH:10][CH:9]=2)[CH2:4][CH2:3]1.[N+:26]([C:29]1[CH:36]=[CH:35][C:32]([CH:33]=O)=[CH:31][CH:30]=1)([O-:28])=[O:27].C(N(CC)CC)C. Product: [CH3:1][CH:2]1[CH2:7][CH2:6][N:5]([C:8]2[CH:9]=[CH:10][C:11]([NH:14][C:15]3[N:16]=[CH:17][C:18]4[NH:23][C:22](=[O:24])/[C:21](=[CH:33]\[C:32]5[CH:35]=[CH:36][C:29]([N+:26]([O-:28])=[O:27])=[CH:30][CH:31]=5)/[S:20][C:19]=4[N:25]=3)=[CH:12][CH:13]=2)[CH2:4][CH2:3]1. The catalyst class is: 152. (7) Reactant: [CH3:1][C@H:2]1[NH:7][C@@H:6]([CH3:8])[CH2:5][N:4]([C:9]2[N:14]=[C:13]([NH2:15])[C:12]([O:16][CH3:17])=[CH:11][CH:10]=2)[CH2:3]1.N1C=CC=CC=1.[Br:24][C:25]1[CH:30]=[CH:29][C:28]([S:31](Cl)(=[O:33])=[O:32])=[CH:27][CH:26]=1. Product: [Br:24][C:25]1[CH:30]=[CH:29][C:28]([S:31]([NH:15][C:13]2[C:12]([O:16][CH3:17])=[CH:11][CH:10]=[C:9]([N:4]3[CH2:3][C@H:2]([CH3:1])[NH:7][C@H:6]([CH3:8])[CH2:5]3)[N:14]=2)(=[O:33])=[O:32])=[CH:27][CH:26]=1. The catalyst class is: 2. (8) Reactant: Cl.[NH:2]1[CH2:5][CH:4]([C:6]2[CH:32]=[CH:31][C:9]3[C:10]4[C:14]([CH2:15][CH2:16][O:17][C:8]=3[CH:7]=2)=[CH:13][N:12]([C:18]2[N:19]([C:23]3[CH:28]=[CH:27][C:26]([F:29])=[CH:25][C:24]=3[F:30])[N:20]=[CH:21][N:22]=2)[N:11]=4)[CH2:3]1.Br[CH2:34][C:35]([NH2:37])=[O:36].CO. Product: [F:30][C:24]1[CH:25]=[C:26]([F:29])[CH:27]=[CH:28][C:23]=1[N:19]1[C:18]([N:12]2[N:11]=[C:10]3[C:14]([CH2:15][CH2:16][O:17][C:8]4[CH:7]=[C:6]([CH:4]5[CH2:3][N:2]([CH2:34][C:35]([NH2:37])=[O:36])[CH2:5]5)[CH:32]=[CH:31][C:9]=43)=[CH:13]2)=[N:22][CH:21]=[N:20]1. The catalyst class is: 2. (9) Reactant: F[C:2]1[CH:12]=[CH:11][C:10]([N+:13]([O-])=O)=[CH:9][C:3]=1[C:4]([O:6][CH2:7][CH3:8])=[O:5].[C:16]1([OH:22])[CH:21]=[CH:20][CH:19]=[CH:18][CH:17]=1.C(=O)([O-])[O-].[K+].[K+]. The catalyst class is: 9. Product: [NH2:13][C:10]1[CH:11]=[CH:12][C:2]([O:22][C:16]2[CH:21]=[CH:20][CH:19]=[CH:18][CH:17]=2)=[C:3]([CH:9]=1)[C:4]([O:6][CH2:7][CH3:8])=[O:5].